Dataset: Forward reaction prediction with 1.9M reactions from USPTO patents (1976-2016). Task: Predict the product of the given reaction. (1) Given the reactants Cl[C:2]1[N:7]=[C:6]([CH3:8])[C:5]([F:9])=[CH:4][CH:3]=1.O.[NH2:11][NH2:12], predict the reaction product. The product is: [F:9][C:5]1[C:6]([CH3:8])=[N:7][C:2]([NH:11][NH2:12])=[CH:3][CH:4]=1. (2) Given the reactants [N:1]1[CH:6]=[CH:5][CH:4]=[CH:3][C:2]=1[CH2:7][OH:8].[OH-].[K+].[Cl:11][C:12]1[CH:13]=[C:14]([N+:19]([O-:21])=[O:20])[CH:15]=[CH:16][C:17]=1F, predict the reaction product. The product is: [Cl:11][C:12]1[CH:13]=[C:14]([N+:19]([O-:21])=[O:20])[CH:15]=[CH:16][C:17]=1[O:8][CH2:7][C:2]1[CH:3]=[CH:4][CH:5]=[CH:6][N:1]=1. (3) Given the reactants [CH2:1]([O:3][C:4](=[O:20])[C:5]([NH:8][NH:9][C:10]([O:12][CH2:13][C:14]1[CH:19]=[CH:18][CH:17]=[CH:16][CH:15]=1)=[O:11])([CH3:7])[CH3:6])[CH3:2].C([O-])([O-])=O.[K+].[K+].[CH3:27][C:28]1[CH:29]=[C:30]([CH:34]=[C:35]([CH3:37])[CH:36]=1)[C:31](Cl)=[O:32], predict the reaction product. The product is: [CH2:1]([O:3][C:4](=[O:20])[C:5]([N:8]([C:31](=[O:32])[C:30]1[CH:34]=[C:35]([CH3:37])[CH:36]=[C:28]([CH3:27])[CH:29]=1)[NH:9][C:10]([O:12][CH2:13][C:14]1[CH:19]=[CH:18][CH:17]=[CH:16][CH:15]=1)=[O:11])([CH3:7])[CH3:6])[CH3:2].